This data is from Full USPTO retrosynthesis dataset with 1.9M reactions from patents (1976-2016). The task is: Predict the reactants needed to synthesize the given product. (1) Given the product [Cl:1][C:2]1[CH:9]=[CH:8][C:5]([C:6](=[O:7])[CH2:16][CH2:15][C:14]([O:18][CH2:19][CH3:20])=[O:17])=[CH:4][C:3]=1[F:10], predict the reactants needed to synthesize it. The reactants are: [Cl:1][C:2]1[CH:9]=[CH:8][C:5]([CH:6]=[O:7])=[CH:4][C:3]=1[F:10].[C-]#N.[Na+].[C:14]([O:18][CH2:19][CH3:20])(=[O:17])[CH:15]=[CH2:16].O. (2) Given the product [CH:35]([NH:34][C:33]([N:32]=[S:30]([C:27]1[CH:26]=[CH:25][C:24]([NH:23][C:2]2[N:7]=[C:6]([NH:8][CH2:9][CH2:10][CH2:11][N:12]3[CH2:17][CH2:16][O:15][CH2:14][CH2:13]3)[C:5]([C:18]3[NH:19][N:20]=[CH:21][CH:22]=3)=[CH:4][N:3]=2)=[CH:29][CH:28]=1)([CH3:39])=[O:31])=[O:38])([CH3:37])[CH3:36], predict the reactants needed to synthesize it. The reactants are: Cl[C:2]1[N:7]=[C:6]([NH:8][CH2:9][CH2:10][CH2:11][N:12]2[CH2:17][CH2:16][O:15][CH2:14][CH2:13]2)[C:5]([C:18]2[NH:19][N:20]=[CH:21][CH:22]=2)=[CH:4][N:3]=1.[NH2:23][C:24]1[CH:29]=[CH:28][C:27]([S:30]([CH3:39])(=[N:32][C:33](=[O:38])[NH:34][CH:35]([CH3:37])[CH3:36])=[O:31])=[CH:26][CH:25]=1. (3) Given the product [F:14][CH:2]([F:1])[O:3][C:4]1[CH:9]=[CH:8][N:7]=[C:6]([CH2:10][OH:11])[CH:5]=1, predict the reactants needed to synthesize it. The reactants are: [F:1][CH:2]([F:14])[O:3][C:4]1[CH:9]=[CH:8][N:7]=[C:6]([C:10](OC)=[O:11])[CH:5]=1.CC(C[AlH]CC(C)C)C.[OH-].[Na+].C([O-])(O)=O.[Na+]. (4) Given the product [CH2:31]([N:33]([C:34]1[CH:35]=[CH:36][C:37]([O:40][C:41]([F:42])([F:43])[F:44])=[CH:38][CH:39]=1)[C:24]([N:17]1[CH2:16][CH2:15][C:12]2([C:11](=[O:20])[N:10]([C:7]3[CH:8]=[CH:9][C:4]([O:3][C:2]([F:1])([F:21])[F:22])=[CH:5][CH:6]=3)[CH2:14][CH2:13]2)[CH2:19][CH2:18]1)=[O:23])[CH3:32], predict the reactants needed to synthesize it. The reactants are: [F:1][C:2]([F:22])([F:21])[O:3][C:4]1[CH:9]=[CH:8][C:7]([N:10]2[CH2:14][CH2:13][C:12]3([CH2:19][CH2:18][NH:17][CH2:16][CH2:15]3)[C:11]2=[O:20])=[CH:6][CH:5]=1.[O:23]=[C:24](Cl)OC(Cl)(Cl)Cl.[CH2:31]([NH:33][C:34]1[CH:39]=[CH:38][C:37]([O:40][C:41]([F:44])([F:43])[F:42])=[CH:36][CH:35]=1)[CH3:32]. (5) Given the product [OH:6][CH2:5][C:4]1[C:3]([CH3:11])=[C:2]([OH:1])[CH:10]=[CH:9][CH:8]=1, predict the reactants needed to synthesize it. The reactants are: [OH:1][C:2]1[C:3]([CH3:11])=[C:4]([CH:8]=[CH:9][CH:10]=1)[C:5](O)=[O:6]. (6) Given the product [N:3]1[N:2]([C:6]2[CH:30]=[CH:29][CH:28]=[CH:27][C:7]=2[C:8]([NH:10][CH:11]2[CH2:15][CH2:14][CH2:13][CH:12]2[CH2:16][C:17]2[CH:22]=[CH:21][C:20]([C:32]([F:47])([F:46])[F:31])=[CH:19][N:18]=2)=[O:9])[N:1]=[CH:5][CH:4]=1, predict the reactants needed to synthesize it. The reactants are: [N:1]1[N:2]([C:6]2[CH:30]=[CH:29][CH:28]=[CH:27][C:7]=2[C:8]([NH:10][CH:11]2[CH2:15][CH2:14][CH2:13][CH:12]2[CH2:16][C:17]2[CH:22]=[C:21](C(F)(F)F)[CH:20]=[CH:19][N:18]=2)=[O:9])[N:3]=[CH:4][CH:5]=1.[F:31][C:32]([F:47])([F:46])C1C=CC(CC2CCCC2N)=NC=1.N1N(C2C=CC=CC=2C(O)=O)N=CC=1.